Dataset: Forward reaction prediction with 1.9M reactions from USPTO patents (1976-2016). Task: Predict the product of the given reaction. Given the reactants [CH3:1][O:2][C:3](=[O:27])[NH:4][CH:5]([C:9](=[O:26])[NH:10][C:11]1([C:14]2[NH:15][C:16]([C:19]3[CH:24]=[CH:23][C:22](Br)=[CH:21][CH:20]=3)=[CH:17][N:18]=2)[CH2:13][CH2:12]1)[CH:6]([CH3:8])[CH3:7].[B:28]1([B:28]2[O:32][C:31]([CH3:34])([CH3:33])[C:30]([CH3:36])([CH3:35])[O:29]2)[O:32][C:31]([CH3:34])([CH3:33])[C:30]([CH3:36])([CH3:35])[O:29]1.CC([O-])=O.[K+], predict the reaction product. The product is: [CH3:1][O:2][C:3](=[O:27])[NH:4][CH:5]([C:9](=[O:26])[NH:10][C:11]1([C:14]2[NH:15][C:16]([C:19]3[CH:24]=[CH:23][C:22]([B:28]4[O:32][C:31]([CH3:34])([CH3:33])[C:30]([CH3:36])([CH3:35])[O:29]4)=[CH:21][CH:20]=3)=[CH:17][N:18]=2)[CH2:13][CH2:12]1)[CH:6]([CH3:8])[CH3:7].